Dataset: Forward reaction prediction with 1.9M reactions from USPTO patents (1976-2016). Task: Predict the product of the given reaction. (1) Given the reactants [NH:1]1[C:9]2[C:4](=[CH:5][CH:6]=[C:7]([CH:10]=O)[CH:8]=2)[CH:3]=[CH:2]1.C([O-])(=O)C.[NH4+].[N+:17]([CH3:20])([O-:19])=[O:18], predict the reaction product. The product is: [N+:17]([CH:20]=[CH:10][C:7]1[CH:8]=[C:9]2[C:4]([CH:3]=[CH:2][NH:1]2)=[CH:5][CH:6]=1)([O-:19])=[O:18]. (2) Given the reactants Br[CH2:2][C:3]([C:5]1[CH:10]=[CH:9][C:8]([F:11])=[CH:7][CH:6]=1)=O.[CH3:12][O:13][C:14](=[O:22])[C:15]1[CH:20]=[CH:19][C:18]([NH2:21])=[N:17][CH:16]=1, predict the reaction product. The product is: [CH3:12][O:13][C:14]([C:15]1[CH:20]=[CH:19][C:18]2[N:17]([CH:2]=[C:3]([C:5]3[CH:10]=[CH:9][C:8]([F:11])=[CH:7][CH:6]=3)[N:21]=2)[CH:16]=1)=[O:22]. (3) Given the reactants [Cl:1][C:2]1[CH:3]=[C:4]([CH:7]=[C:8]([O:10][C:11]2[C:12](=[O:21])[NH:13][CH:14]=[CH:15][C:16]=2[C:17]([F:20])([F:19])[F:18])[CH:9]=1)[C:5]#[N:6].C(=O)([O-])[O-].[K+].[K+].Br[CH2:29][C:30]1[C:38]2[C:33](=[N:34][CH:35]=[CH:36][CH:37]=2)[N:32]([C:39]([O:41][C:42]([CH3:45])([CH3:44])[CH3:43])=[O:40])[N:31]=1, predict the reaction product. The product is: [Cl:1][C:2]1[CH:9]=[C:8]([CH:7]=[C:4]([C:5]#[N:6])[CH:3]=1)[O:10][C:11]1[C:12](=[O:21])[N:13]([CH2:29][C:30]2[C:38]3[C:33](=[N:34][CH:35]=[CH:36][CH:37]=3)[N:32]([C:39]([O:41][C:42]([CH3:45])([CH3:44])[CH3:43])=[O:40])[N:31]=2)[CH:14]=[CH:15][C:16]=1[C:17]([F:18])([F:19])[F:20]. (4) Given the reactants [F:1][C:2]1[C:3](=[O:9])[NH:4][C:5](=[O:8])[NH:6][CH:7]=1.C(N(CC)CC)C.Cl[C:18]([O:20][CH2:21][CH2:22][N:23]1[C:27](=[O:28])[CH:26]=[CH:25][C:24]1=[O:29])=[O:19], predict the reaction product. The product is: [C:24]1(=[O:29])[N:23]([CH2:22][CH2:21][O:20][C:18]([N:6]2[CH:7]=[C:2]([F:1])[C:3](=[O:9])[NH:4][C:5]2=[O:8])=[O:19])[C:27](=[O:28])[CH:26]=[CH:25]1. (5) Given the reactants [CH:1]([N:3]([C@H:5]1[CH2:10][CH2:9][C@H:8]([C:11]([NH:13][C:14]2[C:18]3[CH:19]=[C:20]([C:23]([O:25]C)=[O:24])[CH:21]=[CH:22][C:17]=3[O:16][C:15]=2[C:27]([NH:29][C:30]2[CH:35]=[CH:34][C:33]([Cl:36])=[CH:32][N:31]=2)=[O:28])=[O:12])[CH2:7][CH2:6]1)[CH3:4])=[O:2].[OH-].[Na+], predict the reaction product. The product is: [C:23]([C:20]1[CH:21]=[CH:22][C:17]2[O:16][C:15]([C:27]([NH:29][C:30]3[CH:35]=[CH:34][C:33]([Cl:36])=[CH:32][N:31]=3)=[O:28])=[C:14]([NH:13][C:11]([C@H:8]3[CH2:9][CH2:10][C@H:5]([N:3]([CH:1]=[O:2])[CH3:4])[CH2:6][CH2:7]3)=[O:12])[C:18]=2[CH:19]=1)([OH:25])=[O:24]. (6) Given the reactants Cl[C:2]1[N:7]=[C:6]([NH:8][C@@H:9]2[CH2:14][CH2:13][CH2:12][CH2:11][C@H:10]2[NH:15][C:16](=[O:18])[CH3:17])[C:5]([Cl:19])=[CH:4][N:3]=1.[CH2:20]([N:22]1[CH2:28][CH2:27][C:26]2[CH:29]=[C:30]([NH2:33])[CH:31]=[CH:32][C:25]=2[CH2:24][CH2:23]1)[CH3:21].COCCO.Cl.C(=O)([O-])[O-], predict the reaction product. The product is: [Cl:19][C:5]1[C:6]([NH:8][C@@H:9]2[CH2:14][CH2:13][CH2:12][CH2:11][C@H:10]2[NH:15][C:16](=[O:18])[CH3:17])=[N:7][C:2]([NH:33][C:30]2[CH:31]=[CH:32][C:25]3[CH2:24][CH2:23][N:22]([CH2:20][CH3:21])[CH2:28][CH2:27][C:26]=3[CH:29]=2)=[N:3][CH:4]=1. (7) The product is: [CH3:1][N:2]1[CH2:7][CH2:6][CH2:5][C:4]([NH2:14])([C:8]2[CH:13]=[CH:12][N:11]=[CH:10][CH:9]=2)[CH2:3]1. Given the reactants [CH3:1][N:2]1[CH2:7][CH2:6][CH2:5][C:4]([N+:14]([O-])=O)([C:8]2[CH:13]=[CH:12][N:11]=[CH:10][CH:9]=2)[CH2:3]1, predict the reaction product. (8) Given the reactants [CH2:1]([C:3]1[CH:4]=[N:5][C:6]([N:9]2[CH2:14][CH2:13][N:12]([C:15]3[N:22]=[CH:21][C:20](B4OC(C)(C)C(C)(C)O4)=[CH:19][C:16]=3[C:17]#[N:18])[C@@H:11]([CH3:32])[CH2:10]2)=[N:7][CH:8]=1)[CH3:2].Br[C:34]1[CH:39]=[CH:38][C:37]([N:40]2[C:44](=[O:45])[N:43]([CH3:46])[N:42]=[CH:41]2)=[C:36]([F:47])[CH:35]=1.C(=O)([O-])[O-].[Na+].[Na+], predict the reaction product. The product is: [CH2:1]([C:3]1[CH:4]=[N:5][C:6]([N:9]2[CH2:14][CH2:13][N:12]([C:15]3[N:22]=[CH:21][C:20]([C:34]4[CH:39]=[CH:38][C:37]([N:40]5[C:44](=[O:45])[N:43]([CH3:46])[N:42]=[CH:41]5)=[C:36]([F:47])[CH:35]=4)=[CH:19][C:16]=3[C:17]#[N:18])[C@@H:11]([CH3:32])[CH2:10]2)=[N:7][CH:8]=1)[CH3:2].